From a dataset of Peptide-MHC class I binding affinity with 185,985 pairs from IEDB/IMGT. Regression. Given a peptide amino acid sequence and an MHC pseudo amino acid sequence, predict their binding affinity value. This is MHC class I binding data. (1) The peptide sequence is FLYDISISL. The MHC is HLA-A69:01 with pseudo-sequence HLA-A69:01. The binding affinity (normalized) is 0.744. (2) The peptide sequence is YPKFHRSAM. The MHC is HLA-A30:01 with pseudo-sequence HLA-A30:01. The binding affinity (normalized) is 0.0847. (3) The peptide sequence is FPFKYFAAF. The MHC is Mamu-A2201 with pseudo-sequence Mamu-A2201. The binding affinity (normalized) is 0.905. (4) The peptide sequence is RRNDVARIF. The MHC is HLA-C07:01 with pseudo-sequence HLA-C07:01. The binding affinity (normalized) is 0.710. (5) The peptide sequence is DMRKRIEAF. The MHC is HLA-B08:02 with pseudo-sequence HLA-B08:02. The binding affinity (normalized) is 0.525. (6) The peptide sequence is FAYKTGSSM. The MHC is HLA-C12:03 with pseudo-sequence HLA-C12:03. The binding affinity (normalized) is 1.00.